This data is from Full USPTO retrosynthesis dataset with 1.9M reactions from patents (1976-2016). The task is: Predict the reactants needed to synthesize the given product. (1) Given the product [CH3:1][O:2][C:3]([C:5]1[CH:6]=[C:7]([Cl:14])[CH:8]=[C:9]2[C:13]=1[N:12]([CH2:16][CH2:17][CH3:18])[N:11]=[CH:10]2)=[O:4], predict the reactants needed to synthesize it. The reactants are: [CH3:1][O:2][C:3]([C:5]1[CH:6]=[C:7]([Cl:14])[CH:8]=[C:9]2[C:13]=1[NH:12][N:11]=[CH:10]2)=[O:4].I[CH2:16][CH2:17][CH3:18]. (2) Given the product [C:26]([C:24]1[NH:23][N:22]=[C:21]([NH:20][C:18]2[C:17]([Cl:30])=[CH:16][N:15]=[C:14]([C:11]3[S:10][C:9]([S:6]([NH2:5])(=[O:8])=[O:7])=[CH:13][CH:12]=3)[N:19]=2)[CH:25]=1)([CH3:29])([CH3:27])[CH3:28], predict the reactants needed to synthesize it. The reactants are: C([NH:5][S:6]([C:9]1[S:10][C:11]([C:14]2[N:19]=[C:18]([NH:20][C:21]3[CH:25]=[C:24]([C:26]([CH3:29])([CH3:28])[CH3:27])[NH:23][N:22]=3)[C:17]([Cl:30])=[CH:16][N:15]=2)=[CH:12][CH:13]=1)(=[O:8])=[O:7])(C)(C)C.B(Cl)(Cl)Cl.O.CC(=O)OCC.